This data is from Reaction yield outcomes from USPTO patents with 853,638 reactions. The task is: Predict the reaction yield, written as a fraction of the theoretical maximum amount of product (1.0 means a 100% yield; for example, 0.34 means a 34% yield). (1) The reactants are C([O:3][C:4]([C:6]1[CH:7]=[C:8]([C:13]2[N:18]=[C:17]([CH3:19])[N:16]=[C:15]([NH2:20])[CH:14]=2)[C:9](F)=[N:10][CH:11]=1)=[CH2:5])C.[F:21][C:22]1[CH:23]=[C:24]([NH2:30])[CH:25]=[N:26][C:27]=1[O:28][CH3:29].C[Si]([N-][Si](C)(C)C)(C)C.[Na+]. The catalyst is C1COCC1. The yield is 0.320. The product is [NH2:20][C:15]1[N:16]=[C:17]([CH3:19])[N:18]=[C:13]([C:8]2[CH:7]=[C:6]([C:4](=[O:3])[CH3:5])[CH:11]=[N:10][C:9]=2[NH:30][C:24]2[CH:25]=[N:26][C:27]([O:28][CH3:29])=[C:22]([F:21])[CH:23]=2)[CH:14]=1. (2) The reactants are [O:1]1[C:5]2[CH:6]=[CH:7][C:8]([C:10]3([C:13]([NH:15][C:16]4[CH:17]=[C:18]5[C:22](=[CH:23][CH:24]=4)[NH:21][CH:20]([C:25]([CH3:28])([CH3:27])[CH3:26])[CH2:19]5)=[O:14])[CH2:12][CH2:11]3)=[CH:9][C:4]=2[O:3][CH2:2]1.O=[CH:30][CH2:31][CH2:32][C:33]([OH:35])=[O:34].[BH3-]C#N.[Na+]. The catalyst is CO.CC(O)=O. The product is [O:1]1[C:5]2[CH:6]=[CH:7][C:8]([C:10]3([C:13]([NH:15][C:16]4[CH:17]=[C:18]5[C:22](=[CH:23][CH:24]=4)[N:21]([CH2:30][CH2:31][CH2:32][C:33]([OH:35])=[O:34])[CH:20]([C:25]([CH3:28])([CH3:27])[CH3:26])[CH2:19]5)=[O:14])[CH2:12][CH2:11]3)=[CH:9][C:4]=2[O:3][CH2:2]1. The yield is 0.300. (3) The reactants are [NH2:1][C:2]1[CH:9]=[CH:8][CH:7]=[CH:6][C:3]=1[CH2:4][NH2:5].[C:10](O[C:10]([O:12][C:13]([CH3:16])([CH3:15])[CH3:14])=[O:11])([O:12][C:13]([CH3:16])([CH3:15])[CH3:14])=[O:11]. The catalyst is C1COCC1. The product is [NH2:1][C:2]1[CH:9]=[CH:8][CH:7]=[CH:6][C:3]=1[CH2:4][NH:5][C:10](=[O:11])[O:12][C:13]([CH3:16])([CH3:15])[CH3:14]. The yield is 0.850. (4) The reactants are CN(C)/[CH:3]=[C:4](\[C:8]1[CH:13]=[CH:12][CH:11]=[CH:10][CH:9]=1)/[C:5](=O)[CH3:6].[NH:15]([C:17]1[CH:18]=[C:19]([CH:22]=[CH:23][N:24]=1)[C:20]#[N:21])[NH2:16]. No catalyst specified. The product is [CH3:6][C:5]1[N:15]([C:17]2[CH:18]=[C:19]([C:20]#[N:21])[CH:22]=[CH:23][N:24]=2)[N:16]=[CH:3][C:4]=1[C:8]1[CH:13]=[CH:12][CH:11]=[CH:10][CH:9]=1. The yield is 0.340. (5) The reactants are [CH3:1][C:2]1[CH:3]=[C:4]([CH:8]=[C:9]([CH3:28])[C:10]=1[NH:11][C:12](=[O:27])[C:13]1[CH:18]=[C:17]([N:19]2[CH2:24][CH2:23][C:22](=[O:25])[CH2:21][CH2:20]2)[CH:16]=[CH:15][C:14]=1[CH3:26])[C:5]([OH:7])=[O:6].[BH4-].[Na+]. The catalyst is CO. The product is [OH:25][CH:22]1[CH2:21][CH2:20][N:19]([C:17]2[CH:16]=[CH:15][C:14]([CH3:26])=[C:13]([CH:18]=2)[C:12]([NH:11][C:10]2[C:9]([CH3:28])=[CH:8][C:4]([C:5]([OH:7])=[O:6])=[CH:3][C:2]=2[CH3:1])=[O:27])[CH2:24][CH2:23]1. The yield is 0.157. (6) The reactants are [OH-].[K+].[CH3:3][N:4]([CH3:19])[CH2:5][CH2:6][O:7][C:8]1[CH:12]=[C:11]([C:13]([O:15]CC)=[O:14])[N:10]([CH3:18])[N:9]=1.Cl. The catalyst is CCO. The product is [CH3:3][N:4]([CH3:19])[CH2:5][CH2:6][O:7][C:8]1[CH:12]=[C:11]([C:13]([OH:15])=[O:14])[N:10]([CH3:18])[N:9]=1. The yield is 0.830. (7) The reactants are [CH3:1][C@:2]1([NH:17]C(=O)OCC2C=CC=CC=2)[CH2:7][CH2:6][CH2:5][N:4]([C:8]2[CH:13]=[CH:12][C:11]([N+:14]([O-:16])=[O:15])=[CH:10][CH:9]=2)[CH2:3]1.I[Si](C)(C)C.Cl. The catalyst is C(Cl)Cl.CO. The product is [CH3:1][C@:2]1([NH2:17])[CH2:7][CH2:6][CH2:5][N:4]([C:8]2[CH:13]=[CH:12][C:11]([N+:14]([O-:16])=[O:15])=[CH:10][CH:9]=2)[CH2:3]1. The yield is 0.830.